From a dataset of Full USPTO retrosynthesis dataset with 1.9M reactions from patents (1976-2016). Predict the reactants needed to synthesize the given product. (1) Given the product [CH3:3][O:4][C:5]1[CH:6]=[C:7]([C:13]2([C:14]#[N:15])[CH2:21][CH2:20][CH2:19][CH2:18][CH2:17]2)[CH:8]=[CH:9][C:10]=1[O:11][CH3:12], predict the reactants needed to synthesize it. The reactants are: [H-].[Na+].[CH3:3][O:4][C:5]1[CH:6]=[C:7]([CH2:13][C:14]#[N:15])[CH:8]=[CH:9][C:10]=1[O:11][CH3:12].Br[CH2:17][CH2:18][CH2:19][CH2:20][CH2:21]Br. (2) Given the product [CH:8]1[C:7]2[C:5](=[O:6])[C:4](=[O:3])[C:30]3[C:25](=[CH:24][CH:23]=[CH:22][CH:21]=3)[C:26]=2[CH:27]=[CH:28][CH:29]=1.[C:2]([O-:6])(=[O:3])[CH3:1].[NH4+:38], predict the reactants needed to synthesize it. The reactants are: [CH3:1][C:2]1(C)[O:6][C@@H:5]([CH2:7][CH2:8]O)[CH2:4][O:3]1.OC1C=CC(C=O)=CC=1.O[C:21]1[C:30]2[C:25](=[CH:26][CH:27]=[CH:28][CH:29]=2)[C:24](C=O)=[CH:23][CH:22]=1.CCOC(/[N:38]=N/C(OCC)=O)=O.C1C=CC(P(C2C=CC=CC=2)C2C=CC=CC=2)=CC=1. (3) Given the product [Br:36][C:37]1[CH:38]=[C:14]([S:13][C:12]2[N:8]([C:3]3[CH:4]=[CH:5][CH:6]=[CH:7][C:2]=3[Cl:1])[N:9]=[C:10]([C:27]([O:29][CH2:30][CH3:31])=[O:28])[CH:11]=2)[CH:15]=[CH:16][CH:42]=1, predict the reactants needed to synthesize it. The reactants are: [Cl:1][C:2]1[CH:7]=[CH:6][CH:5]=[CH:4][C:3]=1[N:8]1[C:12]([S:13][CH2:14][CH2:15][C:16](OCC(CC)CCCC)=O)=[CH:11][C:10]([C:27]([O:29][CH2:30][CH3:31])=[O:28])=[N:9]1.[O-]CC.[Na+].[Br:36][C:37]1[CH:42]=CC=C(I)[CH:38]=1.C(N(C(C)C)C(C)C)C.